The task is: Predict the reactants needed to synthesize the given product.. This data is from Full USPTO retrosynthesis dataset with 1.9M reactions from patents (1976-2016). Given the product [Cl:1][C:2]1[CH:3]=[CH:4][C:5]2[N:11]3[C:14]([CH2:15][O:16][CH3:17])=[N:13][N:12]=[C:10]3[C@@H:9]([CH2:19][C:20]([O:22][CH2:23][CH3:24])=[O:21])[O:8][C@H:7]([C:25]3[CH:30]=[CH:29][CH:28]=[C:27]([O:31][CH3:32])[C:26]=3[O:33][CH3:34])[C:6]=2[CH:35]=1, predict the reactants needed to synthesize it. The reactants are: [Cl:1][C:2]1[CH:3]=[CH:4][C:5]2[NH:11][C:10](=[N:12][NH:13][C:14](=O)[CH2:15][O:16][CH3:17])[C@@H:9]([CH2:19][C:20]([O:22][CH2:23][CH3:24])=[O:21])[O:8][C@H:7]([C:25]3[CH:30]=[CH:29][CH:28]=[C:27]([O:31][CH3:32])[C:26]=3[O:33][CH3:34])[C:6]=2[CH:35]=1.